Task: Predict the product of the given reaction.. Dataset: Forward reaction prediction with 1.9M reactions from USPTO patents (1976-2016) (1) Given the reactants [CH:1]([N:4]1[CH2:9][CH2:8][N:7]([C:10]([C:12]2[CH:13]=[C:14]3[C:18](=[CH:19][CH:20]=2)[NH:17][C:16]([C:21](O)=[O:22])=[CH:15]3)=[O:11])[CH2:6][CH2:5]1)([CH3:3])[CH3:2].Cl.F[B-](F)(F)F.[N:30]1(OC(N(C)C)=[N+](C)C)[C:34]2C=[CH:36][CH:37]=[CH:38][C:33]=2N=N1.N1CCCCC1.C(N(CC)C(C)C)(C)C, predict the reaction product. The product is: [CH:1]([N:4]1[CH2:9][CH2:8][N:7]([C:10]([C:12]2[CH:13]=[C:14]3[C:18](=[CH:19][CH:20]=2)[NH:17][C:16]([C:21]([N:30]2[CH2:36][CH2:37][CH2:38][CH2:33][CH2:34]2)=[O:22])=[CH:15]3)=[O:11])[CH2:6][CH2:5]1)([CH3:2])[CH3:3]. (2) The product is: [C:27]([O:31][C:32](=[O:50])[N:33]([C:34]1[S:35][C:36]([CH:40]([C:10]2[C:4]3[C:5](=[N:6][CH:7]=[C:2]([Cl:1])[CH:3]=3)[N:8]([Si:12]([CH:19]([CH3:21])[CH3:20])([CH:16]([CH3:18])[CH3:17])[CH:13]([CH3:15])[CH3:14])[CH:9]=2)[OH:41])=[CH:37][N:38]=1)[CH2:42][C:43]1[CH:44]=[CH:45][C:46]([F:49])=[CH:47][CH:48]=1)([CH3:30])([CH3:28])[CH3:29]. Given the reactants [Cl:1][C:2]1[CH:3]=[C:4]2[C:10](I)=[CH:9][N:8]([Si:12]([CH:19]([CH3:21])[CH3:20])([CH:16]([CH3:18])[CH3:17])[CH:13]([CH3:15])[CH3:14])[C:5]2=[N:6][CH:7]=1.C([Mg]Cl)(C)C.[C:27]([O:31][C:32](=[O:50])[N:33]([CH2:42][C:43]1[CH:48]=[CH:47][C:46]([F:49])=[CH:45][CH:44]=1)[C:34]1[S:35][C:36]([CH:40]=[O:41])=[C:37](Cl)[N:38]=1)([CH3:30])([CH3:29])[CH3:28], predict the reaction product.